Dataset: Full USPTO retrosynthesis dataset with 1.9M reactions from patents (1976-2016). Task: Predict the reactants needed to synthesize the given product. Given the product [C:1]([O:5][C:6]([N:8]1[CH2:12][C@H:11]([F:13])[C@@H:10]([O:14][Si:15]([C:18]([CH3:19])([CH3:20])[CH3:21])([CH3:16])[CH3:17])[C@H:9]1[C:22](=[O:24])[NH:35][C:32]1([C:28]2[CH:29]=[CH:30][CH:31]=[C:26]([Cl:25])[C:27]=2[F:36])[CH2:33][CH2:34]1)=[O:7])([CH3:3])([CH3:4])[CH3:2], predict the reactants needed to synthesize it. The reactants are: [C:1]([O:5][C:6]([N:8]1[CH2:12][C@H:11]([F:13])[C@@H:10]([O:14][Si:15]([C:18]([CH3:21])([CH3:20])[CH3:19])([CH3:17])[CH3:16])[C@H:9]1[C:22]([OH:24])=O)=[O:7])([CH3:4])([CH3:3])[CH3:2].[Cl:25][C:26]1[C:27]([F:36])=[C:28]([C:32]2([NH2:35])[CH2:34][CH2:33]2)[CH:29]=[CH:30][CH:31]=1.CN(C(ON1N=NC2C=CC=CC1=2)=[N+](C)C)C.F[P-](F)(F)(F)(F)F.CCN(C(C)C)C(C)C.